From a dataset of Catalyst prediction with 721,799 reactions and 888 catalyst types from USPTO. Predict which catalyst facilitates the given reaction. (1) Reactant: Br[C:2]1[C:7]([O:8][CH3:9])=[CH:6][C:5]2[O:10][CH2:11][C:12]3[C:16]([C:17]([O:19][CH2:20][CH3:21])=[O:18])=[N:15][N:14]([C:22]4[CH:26]=[CH:25][S:24][CH:23]=4)[C:13]=3[C:4]=2[CH:3]=1.[O-]P(OP(OP([O-])([O-])=O)([O-])=O)(=O)[O-].[K+].[K+].[K+].[K+].[K+]. Product: [CH3:9][O:8][C:7]1[C:2]([CH:3]=[C:4]([CH3:13])[CH3:5])=[CH:3][C:4]2[C:13]3[N:14]([C:22]4[CH:26]=[CH:25][S:24][CH:23]=4)[N:15]=[C:16]([C:17]([O:19][CH2:20][CH3:21])=[O:18])[C:12]=3[CH2:11][O:10][C:5]=2[CH:6]=1. The catalyst class is: 516. (2) Reactant: Br[CH:2]([CH2:6][CH2:7][CH2:8][CH2:9][CH2:10][CH2:11][CH2:12][CH2:13][CH2:14][CH2:15][CH2:16][CH2:17][CH2:18][CH2:19][CH2:20][CH3:21])[C:3]([OH:5])=[O:4].[OH-].[K+].CC(C)=[O:26]. Product: [OH:26][CH:2]([CH2:6][CH2:7][CH2:8][CH2:9][CH2:10][CH2:11][CH2:12][CH2:13][CH2:14][CH2:15][CH2:16][CH2:17][CH2:18][CH2:19][CH2:20][CH3:21])[C:3]([OH:5])=[O:4]. The catalyst class is: 6. (3) Reactant: C([Li])CCC.[C:6]([C:10]1[CH:11]=[C:12]([S:16]([N:19]2[C:27]3[C:22](=[CH:23][C:24]([C:28]([F:31])([F:30])[F:29])=[CH:25][CH:26]=3)[CH:21]=[CH:20]2)(=[O:18])=[O:17])[CH:13]=[CH:14][CH:15]=1)([CH3:9])([CH3:8])[CH3:7].[CH:32]([C:34]1[CH:43]=[CH:42][C:37]([C:38]([O:40][CH3:41])=[O:39])=[CH:36][N:35]=1)=[O:33]. Product: [CH3:41][O:40][C:38](=[O:39])[C:37]1[CH:42]=[CH:43][C:34]([CH:32]([C:20]2[N:19]([S:16]([C:12]3[CH:13]=[CH:14][CH:15]=[C:10]([C:6]([CH3:9])([CH3:7])[CH3:8])[CH:11]=3)(=[O:18])=[O:17])[C:27]3[C:22]([CH:21]=2)=[CH:23][C:24]([C:28]([F:30])([F:31])[F:29])=[CH:25][CH:26]=3)[OH:33])=[N:35][CH:36]=1. The catalyst class is: 30. (4) Reactant: [CH2:1]([C:3]1[C:10](B2OC(C)(C)C(C)(C)O2)=[CH:9][CH:8]=[CH:7][C:4]=1[CH:5]=[O:6])[CH3:2].Br[C:21]1[CH:22]=[N:23][C:24]([Cl:27])=[N:25][CH:26]=1.P([O-])([O-])([O-])=O.[K+].[K+].[K+]. Product: [Cl:27][C:24]1[N:25]=[CH:26][C:21]([C:10]2[C:3]([CH2:1][CH3:2])=[C:4]([CH:7]=[CH:8][CH:9]=2)[CH:5]=[O:6])=[CH:22][N:23]=1. The catalyst class is: 108. (5) Reactant: C([Li])CCC.[CH2:6]([O:13][C:14]1[CH:19]=[CH:18][C:17](Br)=[CH:16][CH:15]=1)[C:7]1[CH:12]=[CH:11][CH:10]=[CH:9][CH:8]=1.[O:21]=[C:22]1[CH2:27][CH2:26][N:25]([C:28]([O:30][CH2:31][C:32]2[CH:37]=[CH:36][CH:35]=[CH:34][CH:33]=2)=[O:29])[CH2:24][CH2:23]1. Product: [CH2:6]([O:13][C:14]1[CH:19]=[CH:18][C:17]([C:22]2([OH:21])[CH2:23][CH2:24][N:25]([C:28]([O:30][CH2:31][C:32]3[CH:37]=[CH:36][CH:35]=[CH:34][CH:33]=3)=[O:29])[CH2:26][CH2:27]2)=[CH:16][CH:15]=1)[C:7]1[CH:12]=[CH:11][CH:10]=[CH:9][CH:8]=1. The catalyst class is: 1. (6) Reactant: O.[OH-].[Li+].[CH2:4]([O:6][CH:7]([CH2:13][C:14]1[CH:15]=[N:16][C:17]([O:20][CH2:21][CH2:22][C:23]2[N:24]=[C:25]([C:29]3[CH:34]=[CH:33][CH:32]=[CH:31][CH:30]=3)[O:26][C:27]=2[CH3:28])=[CH:18][CH:19]=1)[C:8]([O:10]CC)=[O:9])[CH3:5]. Product: [CH2:4]([O:6][CH:7]([CH2:13][C:14]1[CH:15]=[N:16][C:17]([O:20][CH2:21][CH2:22][C:23]2[N:24]=[C:25]([C:29]3[CH:30]=[CH:31][CH:32]=[CH:33][CH:34]=3)[O:26][C:27]=2[CH3:28])=[CH:18][CH:19]=1)[C:8]([OH:10])=[O:9])[CH3:5]. The catalyst class is: 193.